This data is from Full USPTO retrosynthesis dataset with 1.9M reactions from patents (1976-2016). The task is: Predict the reactants needed to synthesize the given product. (1) Given the product [F:1][C:2]1[CH:7]=[CH:6][C:5]([C:8]2[CH2:9][CH2:10][CH2:11][C:12]3[CH:24]=[C:23]([OH:25])[CH:22]=[CH:21][C:13]=3[C:14]=2[CH2:15][CH2:16][CH2:17][CH2:18][CH2:19][OH:20])=[CH:4][C:3]=1[OH:27], predict the reactants needed to synthesize it. The reactants are: [F:1][C:2]1[CH:7]=[CH:6][C:5]([C:8]2[CH2:9][CH2:10][CH2:11][C:12]3[CH:24]=[C:23]([O:25]C)[CH:22]=[CH:21][C:13]=3[C:14]=2[CH2:15][CH2:16][CH2:17][CH2:18][CH2:19][OH:20])=[CH:4][C:3]=1[O:27]C.B(Br)(Br)Br.N1C(C)=CC=CC=1C. (2) Given the product [F:29][CH:2]([F:1])[N:3]1[C:11]2[C:6](=[CH:7][CH:8]=[C:9]([CH:12]3[CH2:16][CH2:15][C@:14]([C:21]4[CH:26]=[CH:25][CH:24]=[C:23]([F:27])[C:22]=4[CH3:28])([C:17]([OH:19])=[O:18])[CH2:13]3)[CH:10]=2)[CH:5]=[N:4]1, predict the reactants needed to synthesize it. The reactants are: [F:1][CH:2]([F:29])[N:3]1[C:11]2[C:6](=[CH:7][CH:8]=[C:9]([CH:12]3[CH2:16][CH2:15][C@:14]([C:21]4[CH:26]=[CH:25][CH:24]=[C:23]([F:27])[C:22]=4[CH3:28])([C:17]([O:19]C)=[O:18])[CH2:13]3)[CH:10]=2)[CH:5]=[N:4]1.[Li+].[OH-]. (3) Given the product [Si:15]([O:14][CH2:13][C@@H:8]1[CH2:9][C:10](=[CH2:12])[CH2:11][NH:7]1)([C:18]([CH3:21])([CH3:20])[CH3:19])([CH3:16])[CH3:17], predict the reactants needed to synthesize it. The reactants are: C(OC([N:7]1[CH2:11][C:10](=[CH2:12])[CH2:9][C@H:8]1[CH2:13][O:14][Si:15]([C:18]([CH3:21])([CH3:20])[CH3:19])([CH3:17])[CH3:16])=O)C=C.O.CCCC[SnH](CCCC)CCCC. (4) Given the product [ClH:32].[Cl:32][C:28]1[CH:27]=[C:26]2[NH:25][C:24](=[O:33])[C:17]3([C@H:18]([CH2:19][C:20]([CH3:23])([CH3:22])[CH3:21])[N:12]4[C@H:11]([CH3:42])[N:10]([C:7]5[CH:8]=[CH:9][C:4]([C:3]([OH:46])=[O:2])=[CH:5][C:6]=5[O:43][CH3:44])[C:14](=[O:15])[C@H:13]4[C@@H:16]3[C:34]3[CH:39]=[CH:38][CH:37]=[C:36]([Cl:40])[C:35]=3[F:41])[C:31]2=[CH:30][CH:29]=1, predict the reactants needed to synthesize it. The reactants are: C[O:2][C:3](=[O:46])[C:4]1[CH:9]=[CH:8][C:7]([N:10]2[C:14](=[O:15])[C@H:13]3[C@H:16]([C:34]4[CH:39]=[CH:38][CH:37]=[C:36]([Cl:40])[C:35]=4[F:41])[C:17]4([C:31]5[C:26](=[CH:27][C:28]([Cl:32])=[CH:29][CH:30]=5)[NH:25][C:24]4=[O:33])[C@H:18]([CH2:19][C:20]([CH3:23])([CH3:22])[CH3:21])[N:12]3[C@@H:11]2[CH3:42])=[C:6]([O:43][CH3:44])[C:5]=1C.C1COCC1.[OH-].[K+]. (5) Given the product [CH3:29][CH:27]([O:26][C:22]1[CH:21]=[C:20]([O:19][C:16]2[N:15]=[CH:14][C:13]([NH:12][C:10](=[O:11])[C@@H:9]([CH3:30])[NH2:5])=[CH:18][CH:17]=2)[CH:25]=[CH:24][CH:23]=1)[CH3:28], predict the reactants needed to synthesize it. The reactants are: CC([N:5]([C@H:9]([CH3:30])[C:10]([NH:12][C:13]1[CH:14]=[N:15][C:16]([O:19][C:20]2[CH:25]=[CH:24][CH:23]=[C:22]([O:26][CH:27]([CH3:29])[CH3:28])[CH:21]=2)=[CH:17][CH:18]=1)=[O:11])C(=O)[O-])(C)C.C(O)(C(F)(F)F)=O. (6) Given the product [Cl:13][C:10]1[CH:11]=[CH:12][C:7]([C:6]([NH:5][CH2:4][CH2:3][NH:2][C:31]([C:30]2[CH:34]=[CH:35][C:27]([O:26][C@@H:23]3[CH2:24][CH2:25][C@H:20]([C:18]([OH:19])=[O:17])[CH2:21][CH2:22]3)=[CH:28][C:29]=2[O:36][CH3:37])=[O:32])=[O:14])=[CH:8][CH:9]=1, predict the reactants needed to synthesize it. The reactants are: Cl.[NH2:2][CH2:3][CH2:4][NH:5][C:6](=[O:14])[C:7]1[CH:12]=[CH:11][C:10]([Cl:13])=[CH:9][CH:8]=1.C([O:17][C:18]([C@@H:20]1[CH2:25][CH2:24][C@H:23]([O:26][C:27]2[CH:35]=[CH:34][C:30]([C:31](O)=[O:32])=[C:29]([O:36][CH3:37])[CH:28]=2)[CH2:22][CH2:21]1)=[O:19])C.Cl.C(N=C=NCCCN(C)C)C.O.ON1C2C=CC=CC=2N=N1. (7) Given the product [CH3:21][S:22]([O:24][CH2:12][CH2:11][CH2:10][CH2:9][O:8][CH2:1][C:2]1[CH:7]=[CH:6][CH:5]=[CH:4][CH:3]=1)(=[O:29])=[O:23], predict the reactants needed to synthesize it. The reactants are: [CH2:1]([O:8][CH:9](O)[CH2:10][CH2:11][CH3:12])[C:2]1[CH:7]=[CH:6][CH:5]=[CH:4][CH:3]=1.C(N(CC)CC)C.[CH3:21][S:22](Cl)(=[O:24])=[O:23].C1C[O:29]CC1.